Dataset: Reaction yield outcomes from USPTO patents with 853,638 reactions. Task: Predict the reaction yield, written as a fraction of the theoretical maximum amount of product (1.0 means a 100% yield; for example, 0.34 means a 34% yield). (1) The reactants are [CH3:1][C:2]1[CH:3]=[CH:4][C:5]2[N:6]([C:8]([CH2:11][C:12]3[CH:13]=[C:14]4[C:19](=[CH:20][CH:21]=3)[N:18]=[CH:17][C:16]([CH:22]=[CH2:23])=[CH:15]4)=[N:9][N:10]=2)[N:7]=1. The catalyst is [Pd].C(O)C. The product is [CH2:22]([C:16]1[CH:17]=[N:18][C:19]2[C:14]([CH:15]=1)=[CH:13][C:12]([CH2:11][C:8]1[N:6]3[N:7]=[C:2]([CH3:1])[CH:3]=[CH:4][C:5]3=[N:10][N:9]=1)=[CH:21][CH:20]=2)[CH3:23]. The yield is 0.750. (2) The reactants are [CH3:1][O:2][C:3]1[CH:4]=[C:5]2[C:10](=[CH:11][C:12]=1[O:13][CH3:14])[N:9]=[CH:8][CH:7]=[C:6]2[O:15][C:16]1[CH:22]=[CH:21][C:19]([NH2:20])=[C:18]([N+:23]([O-:25])=[O:24])[CH:17]=1.C(N(CC)CC)C.ClC(Cl)(O[C:37](=[O:43])OC(Cl)(Cl)Cl)Cl.[CH2:45]([N:47]([C:51]1[CH:56]=[CH:55][CH:54]=[C:53]([CH3:57])[CH:52]=1)[CH2:48][CH2:49][NH2:50])[CH3:46]. The catalyst is C(Cl)(Cl)Cl.O. The product is [CH3:1][O:2][C:3]1[CH:4]=[C:5]2[C:10](=[CH:11][C:12]=1[O:13][CH3:14])[N:9]=[CH:8][CH:7]=[C:6]2[O:15][C:16]1[CH:22]=[CH:21][C:19]([NH:20][C:37]([NH:50][CH2:49][CH2:48][N:47]([CH2:45][CH3:46])[C:51]2[CH:56]=[CH:55][CH:54]=[C:53]([CH3:57])[CH:52]=2)=[O:43])=[C:18]([N+:23]([O-:25])=[O:24])[CH:17]=1. The yield is 0.640. (3) The reactants are [CH:1]([C@@H:3]1[CH2:7][CH2:6][CH2:5][N:4]1[C:8]([O:10][C:11]([CH3:14])([CH3:13])[CH3:12])=[O:9])=O.C([O-])(=O)C.[NH4+:19].C([N:22](CC)[CH2:23][CH3:24])C. No catalyst specified. The product is [NH:19]1[CH:24]=[CH:23][N:22]=[C:1]1[C@@H:3]1[CH2:7][CH2:6][CH2:5][N:4]1[C:8]([O:10][C:11]([CH3:14])([CH3:13])[CH3:12])=[O:9]. The yield is 0.750.